The task is: Predict the product of the given reaction.. This data is from Forward reaction prediction with 1.9M reactions from USPTO patents (1976-2016). (1) Given the reactants C(OC(=O)[NH:7][C@H:8]1[CH2:12][CH2:11][N:10]([C:13]2[C:14]3[N:15]([N:19]=[CH:20][CH:21]=3)[CH:16]=[CH:17][N:18]=2)[CH2:9]1)(C)(C)C.Cl, predict the reaction product. The product is: [N:19]1[N:15]2[CH:16]=[CH:17][N:18]=[C:13]([N:10]3[CH2:11][CH2:12][C@H:8]([NH2:7])[CH2:9]3)[C:14]2=[CH:21][CH:20]=1. (2) Given the reactants [C:1]1([C:7]2[NH:8][CH:9]=[C:10]([C:12]([O:14][CH3:15])=[O:13])[N:11]=2)[CH:6]=[CH:5][CH:4]=[CH:3][CH:2]=1.[C:16](=O)([O-])[O-].[K+].[K+].IC, predict the reaction product. The product is: [CH3:16][N:8]1[CH:9]=[C:10]([C:12]([O:14][CH3:15])=[O:13])[N:11]=[C:7]1[C:1]1[CH:2]=[CH:3][CH:4]=[CH:5][CH:6]=1. (3) Given the reactants [CH3:1][C@H:2]1[N:7]([CH2:8][C:9]([CH3:11])=[CH2:10])[C:6](=[O:12])[C@@H:5]([NH:13][C:14](=[O:20])[O:15][C:16]([CH3:19])([CH3:18])[CH3:17])[CH2:4][C@H:3]1[C:21]1[CH:26]=[CH:25][CH:24]=[CH:23][CH:22]=1.[H][H], predict the reaction product. The product is: [CH3:1][C@H:2]1[N:7]([CH2:8][CH:9]([CH3:10])[CH3:11])[C:6](=[O:12])[C@@H:5]([NH:13][C:14](=[O:20])[O:15][C:16]([CH3:19])([CH3:17])[CH3:18])[CH2:4][C@H:3]1[C:21]1[CH:26]=[CH:25][CH:24]=[CH:23][CH:22]=1.